This data is from Experimentally validated miRNA-target interactions with 360,000+ pairs, plus equal number of negative samples. The task is: Binary Classification. Given a miRNA mature sequence and a target amino acid sequence, predict their likelihood of interaction. (1) The miRNA is mmu-miR-7053-3p with sequence CUCCUGUGUCUCCUUCCCCAG. The protein sequence of the target gene is MAPKKKIVKKNKGDINEMTIIVEDSPLNKLNALNGLLEGGNGLSCISSELTDASYGPNLLEGLSKMRQENFLCDLVIGTKTKSFDVHKSVMASCSEYFYNILKKDPSIQRVDLNDISPLGLATVIAYAYTGKLTLSLYTIGSIISAAVYLQIHTLVKMCSDFLIREMSVENCMYVVNIAETYSLKNAKAAAQKFIRDNFLEFAESDQFMKLTFEQINELLIDDDLQLPSEIVAFQIAMKWLEFDQKRVKYAADLLSNIRFGTISAQDLVNYVQSVPRMMQDADCHRLLVDAMNYHLLPYH.... Result: 0 (no interaction). (2) The miRNA is mmu-miR-7222-3p with sequence UCCAGGACAGUGGGCAGGAGCAG. The protein sequence of the target gene is MAPEENAGSELLLQSFKRRFLAARALRSFRWQSLEAKLRDSSDSELLRDILQKHEAVHTEPLDELYEVLVETLMAKESTQGHRSYLLTCCIAQKPSCRWSGSCGGWLPAGSTSGLLNSTWPLPSATQRCASCSPPSYAGLGSDGKRKLIMTRNCFPTESTWRWQS. Result: 0 (no interaction).